Dataset: Forward reaction prediction with 1.9M reactions from USPTO patents (1976-2016). Task: Predict the product of the given reaction. (1) Given the reactants [BH4-].[Na+].[Br:3][CH2:4][C:5](=[O:24])[C@@H:6]([NH:16][C:17](=[O:23])[O:18][C:19]([CH3:22])([CH3:21])[CH3:20])[CH2:7][C:8]1[CH:13]=[C:12]([F:14])[CH:11]=[C:10]([F:15])[CH:9]=1, predict the reaction product. The product is: [Br:3][CH2:4][C@@H:5]([OH:24])[C@@H:6]([NH:16][C:17](=[O:23])[O:18][C:19]([CH3:20])([CH3:21])[CH3:22])[CH2:7][C:8]1[CH:9]=[C:10]([F:15])[CH:11]=[C:12]([F:14])[CH:13]=1. (2) Given the reactants C(N(C(C)C)CC)(C)C.[C:10]([O:14][C:15]([N:17]1[CH2:22][CH2:21][NH:20][CH2:19][CH2:18]1)=[O:16])([CH3:13])([CH3:12])[CH3:11].[N+:23]([C:26]1[CH:31]=[CH:30][C:29]([S:32](Cl)(=[O:34])=[O:33])=[CH:28][CH:27]=1)([O-:25])=[O:24], predict the reaction product. The product is: [C:10]([O:14][C:15]([N:17]1[CH2:22][CH2:21][N:20]([S:32]([C:29]2[CH:28]=[CH:27][C:26]([N+:23]([O-:25])=[O:24])=[CH:31][CH:30]=2)(=[O:33])=[O:34])[CH2:19][CH2:18]1)=[O:16])([CH3:13])([CH3:11])[CH3:12]. (3) Given the reactants [Cl:1][C:2]1[CH:7]=[CH:6][C:5]([C@H:8]([CH3:20])[C:9](N2[C@@H](C(C)C)COC2=O)=[O:10])=[CH:4][CH:3]=1.[OH:21]O.[Li+].[OH-], predict the reaction product. The product is: [Cl:1][C:2]1[CH:3]=[CH:4][C:5]([C@H:8]([CH3:20])[C:9]([OH:10])=[O:21])=[CH:6][CH:7]=1. (4) Given the reactants [F:1][C:2]1[CH:7]=[CH:6][C:5]([C:8]2[C:16]3[C:11](=[CH:12][CH:13]=[C:14]([C:17]([OH:19])=O)[CH:15]=3)[NH:10][N:9]=2)=[CH:4][CH:3]=1.O.ON1C2C=CC=CC=2N=N1.Cl.CN(C)CCCN=C=NCC.[NH2:43][CH2:44][CH2:45][CH2:46][OH:47], predict the reaction product. The product is: [F:1][C:2]1[CH:3]=[CH:4][C:5]([C:8]2[C:16]3[C:11](=[CH:12][CH:13]=[C:14]([C:17]([NH:43][CH2:44][CH2:45][CH2:46][OH:47])=[O:19])[CH:15]=3)[NH:10][N:9]=2)=[CH:6][CH:7]=1. (5) Given the reactants [H-].[Na+].[Br:3][C:4]1[CH:5]=[C:6]([N:10]2[CH2:14][CH2:13][CH2:12][C:11]2=[O:15])[CH:7]=[CH:8][CH:9]=1.[C:16](OCC)(=[O:22])[C:17]([O:19][CH2:20][CH3:21])=[O:18].C(O)(=O)C, predict the reaction product. The product is: [Br:3][C:4]1[CH:5]=[C:6]([N:10]2[CH2:14][CH2:13][CH:12]([C:16](=[O:22])[C:17]([O:19][CH2:20][CH3:21])=[O:18])[C:11]2=[O:15])[CH:7]=[CH:8][CH:9]=1.